This data is from Catalyst prediction with 721,799 reactions and 888 catalyst types from USPTO. The task is: Predict which catalyst facilitates the given reaction. (1) Reactant: [NH2:1][C:2]1[S:3][C:4]2[C:9]([N:10]=1)=[CH:8][CH:7]=[C:6](O)[N:5]=2.[F-].[Cs+].[CH2:14](I)[CH3:15].CN(C)C=[O:20]. Product: [CH2:14]([O:20][NH:1][C:2]1[S:3][C:4]2[C:9]([N:10]=1)=[CH:8][CH:7]=[CH:6][N:5]=2)[CH3:15]. The catalyst class is: 6. (2) Reactant: [Mg].II.Br[C:5]1[CH:10]=[CH:9][C:8]([C:11]([F:14])([F:13])[F:12])=[CH:7][CH:6]=1.[Si:15]([O:22][C@H:23]1[CH2:32][C:31]([CH3:34])([CH3:33])[CH2:30][C:29]2[N:28]=[C:27]([CH:35]3[CH2:39][CH2:38][CH2:37][CH2:36]3)[C:26]([CH:40]=[O:41])=[C:25]([I:42])[C:24]1=2)([C:18]([CH3:21])([CH3:20])[CH3:19])([CH3:17])[CH3:16]. Product: [Si:15]([O:22][C@H:23]1[CH2:32][C:31]([CH3:34])([CH3:33])[CH2:30][C:29]2[N:28]=[C:27]([CH:35]3[CH2:36][CH2:37][CH2:38][CH2:39]3)[C:26]([C@H:40]([C:5]3[CH:10]=[CH:9][C:8]([C:11]([F:14])([F:13])[F:12])=[CH:7][CH:6]=3)[OH:41])=[C:25]([I:42])[C:24]1=2)([C:18]([CH3:19])([CH3:20])[CH3:21])([CH3:17])[CH3:16]. The catalyst class is: 7.